From a dataset of Full USPTO retrosynthesis dataset with 1.9M reactions from patents (1976-2016). Predict the reactants needed to synthesize the given product. (1) Given the product [Cl:12][C:4]1[CH:5]=[C:6]([N+:9]([O-:11])=[O:10])[CH:7]=[CH:8][C:3]=1[CH2:2][N:24]1[CH2:25][CH2:26][N:21]([CH3:20])[CH2:22][CH2:23]1, predict the reactants needed to synthesize it. The reactants are: Br[CH2:2][C:3]1[CH:8]=[CH:7][C:6]([N+:9]([O-:11])=[O:10])=[CH:5][C:4]=1[Cl:12].CCN(CC)CC.[CH3:20][N:21]1[CH2:26][CH2:25][NH:24][CH2:23][CH2:22]1.C([O-])(O)=O.[Na+]. (2) Given the product [CH3:1][N:25]([C:21]1[CH:22]=[CH:23][CH:24]=[C:19]([B:14]2[O:13][C:12]([CH3:30])([CH3:11])[C:16]([CH3:17])([CH3:18])[O:15]2)[CH:20]=1)[S:26]([CH3:29])(=[O:28])=[O:27], predict the reactants needed to synthesize it. The reactants are: [C:1](=O)([O-])[O-].[K+].[K+].CC(C)=O.[CH3:11][C:12]1([CH3:30])[C:16]([CH3:18])([CH3:17])[O:15][B:14]([C:19]2[CH:20]=[C:21]([NH:25][S:26]([CH3:29])(=[O:28])=[O:27])[CH:22]=[CH:23][CH:24]=2)[O:13]1.IC. (3) Given the product [CH2:1]([C@H:5]1[CH2:9][NH:8][C:7](=[O:18])[CH2:6]1)[CH2:2][CH2:3][CH3:4], predict the reactants needed to synthesize it. The reactants are: [CH2:1]([C@H:5]1[CH2:9][N:8]([C@H](C2C=CC=CC=2)C)[C:7](=[O:18])[CH2:6]1)[CH2:2][CH2:3][CH3:4].N.[Na]. (4) Given the product [Cl:1][C:2]1[C:10]([O:11][CH3:12])=[CH:9][C:5]([C:6]([NH:40][CH3:39])=[O:8])=[CH:4][C:3]=1[CH2:13][O:14][C:15]1[CH:16]=[N:17][C:18]([NH:21][C:22]2[CH:27]=[CH:26][C:25]([N:28]3[CH2:33][C@@H:32]([CH3:34])[NH:31][C@@H:30]([CH3:35])[CH2:29]3)=[CH:24][CH:23]=2)=[N:19][CH:20]=1, predict the reactants needed to synthesize it. The reactants are: [Cl:1][C:2]1[C:10]([O:11][CH3:12])=[CH:9][C:5]([C:6]([OH:8])=O)=[CH:4][C:3]=1[CH2:13][O:14][C:15]1[CH:16]=[N:17][C:18]([NH:21][C:22]2[CH:27]=[CH:26][C:25]([N:28]3[CH2:33][C@@H:32]([CH3:34])[NH:31][C@@H:30]([CH3:35])[CH2:29]3)=[CH:24][CH:23]=2)=[N:19][CH:20]=1.Cl.CN.[CH3:39][N:40](C(ON1N=NC2C=CC=NC1=2)=[N+](C)C)C.F[P-](F)(F)(F)(F)F.CCN(C(C)C)C(C)C. (5) The reactants are: [CH3:1][C@H:2]1[CH2:7][N:6]([C:8]([N:10]2[CH2:14][CH2:13][CH2:12][CH2:11]2)=[O:9])[CH2:5][C@H:4]([CH3:15])[N:3]1[C:16]1[O:17][C:18]2[C:19](=[C:21]([C:25]([O:27]C)=[O:26])[CH:22]=[CH:23][CH:24]=2)[N:20]=1.[I-].[Li+]. Given the product [CH3:15][C@H:4]1[CH2:5][N:6]([C:8]([N:10]2[CH2:14][CH2:13][CH2:12][CH2:11]2)=[O:9])[CH2:7][C@H:2]([CH3:1])[N:3]1[C:16]1[O:17][C:18]2[C:19](=[C:21]([C:25]([OH:27])=[O:26])[CH:22]=[CH:23][CH:24]=2)[N:20]=1, predict the reactants needed to synthesize it.